Task: Regression. Given a peptide amino acid sequence and an MHC pseudo amino acid sequence, predict their binding affinity value. This is MHC class I binding data.. Dataset: Peptide-MHC class I binding affinity with 185,985 pairs from IEDB/IMGT The peptide sequence is ALEKGIKDV. The MHC is HLA-A69:01 with pseudo-sequence HLA-A69:01. The binding affinity (normalized) is 0.0847.